Predict which catalyst facilitates the given reaction. From a dataset of Catalyst prediction with 721,799 reactions and 888 catalyst types from USPTO. (1) Reactant: [Br:1]N1C(=O)CCC1=O.C(#N)C.[C:12]1([C:18]2[CH:30]=[C:21]3[CH:22]=[CH:23][CH:24]=[C:25]([Si:26]([CH3:29])([CH3:28])[CH3:27])[N:20]3[N:19]=2)[CH:17]=[CH:16][CH:15]=[CH:14][CH:13]=1. Product: [Br:1][C:30]1[C:18]([C:12]2[CH:13]=[CH:14][CH:15]=[CH:16][CH:17]=2)=[N:19][N:20]2[C:25]([Si:26]([CH3:27])([CH3:29])[CH3:28])=[CH:24][CH:23]=[CH:22][C:21]=12. The catalyst class is: 6. (2) Reactant: Cl[C:2]1[CH:7]=[C:6]([NH:8][C@H:9]2[CH2:14][CH2:13][C@H:12]([C:15]([NH2:17])=[O:16])[CH2:11][CH2:10]2)[C:5]([N+:18]([O-:20])=[O:19])=[CH:4][N:3]=1.[N:21]1([CH2:27][CH2:28][OH:29])[CH2:26][CH2:25][CH2:24][CH2:23][CH2:22]1.C1OCCOCCOCCOCCOCCOC1.C(=O)([O-])[O-].[Cs+].[Cs+]. Product: [N+:18]([C:5]1[C:6]([NH:8][C@H:9]2[CH2:14][CH2:13][C@H:12]([C:15]([NH2:17])=[O:16])[CH2:11][CH2:10]2)=[CH:7][C:2]([O:29][CH2:28][CH2:27][N:21]2[CH2:26][CH2:25][CH2:24][CH2:23][CH2:22]2)=[N:3][CH:4]=1)([O-:20])=[O:19]. The catalyst class is: 308. (3) Reactant: [Cl:1][CH2:2][CH2:3][CH2:4][CH:5]1[O:10][C:9]2[CH:11]=[CH:12][CH:13]=[CH:14][C:8]=2[N:7]([C:15]2[CH:20]=[CH:19][CH:18]=[CH:17][C:16]=2[F:21])[S:6]1(=[O:23])=[O:22].[CH3:24][NH2:25]. Product: [ClH:1].[F:21][C:16]1[CH:17]=[CH:18][CH:19]=[CH:20][C:15]=1[N:7]1[C:8]2[CH:14]=[CH:13][CH:12]=[CH:11][C:9]=2[O:10][CH:5]([CH2:4][CH2:3][CH2:2][NH:25][CH3:24])[S:6]1(=[O:23])=[O:22]. The catalyst class is: 8. (4) Reactant: [CH3:1][CH:2]1[O:6][C:5]([C:7]2[CH:12]=[CH:11][C:10]([N+:13]([O-:15])=[O:14])=[CH:9][CH:8]=2)=[N:4][CH:3]1[C:16]([O:18][CH3:19])=[O:17].BrN1C(=O)CCC1=O. Product: [CH3:1][C:2]1[O:6][C:5]([C:7]2[CH:8]=[CH:9][C:10]([N+:13]([O-:15])=[O:14])=[CH:11][CH:12]=2)=[N:4][C:3]=1[C:16]([O:18][CH3:19])=[O:17]. The catalyst class is: 48. (5) Reactant: [CH3:1][N:2]([CH3:20])[C:3]1[CH:19]=[CH:18][C:6]([C:7]([N:9]2[CH:14]3[CH2:15][CH2:16][CH:10]2[CH2:11][C:12](=[O:17])[CH2:13]3)=[O:8])=[CH:5][CH:4]=1.[BH4-].[Na+]. Product: [CH3:1][N:2]([CH3:20])[C:3]1[CH:4]=[CH:5][C:6]([C:7]([N:9]2[CH:14]3[CH2:15][CH2:16][CH:10]2[CH2:11][CH:12]([OH:17])[CH2:13]3)=[O:8])=[CH:18][CH:19]=1. The catalyst class is: 5.